Dataset: Reaction yield outcomes from USPTO patents with 853,638 reactions. Task: Predict the reaction yield, written as a fraction of the theoretical maximum amount of product (1.0 means a 100% yield; for example, 0.34 means a 34% yield). (1) The reactants are Br[C:2]1[CH:7]=[C:6]([CH:8]([O:11][CH3:12])[O:9][CH3:10])[CH:5]=[CH:4][C:3]=1[O:13][CH2:14][CH2:15][N:16]1[CH2:21][CH2:20][O:19][CH2:18][CH2:17]1.C([Li])CCC.[C:27](=[O:29])=[O:28]. The catalyst is C1COCC1. The product is [CH3:10][O:9][CH:8]([O:11][CH3:12])[C:6]1[CH:5]=[CH:4][C:3]([O:13][CH2:14][CH2:15][N:16]2[CH2:21][CH2:20][O:19][CH2:18][CH2:17]2)=[C:2]([CH:7]=1)[C:27]([OH:29])=[O:28]. The yield is 0.210. (2) The reactants are [C:1]([O:4][CH2:5][C:6]1[C:7]([N:31]2[CH2:43][CH2:42][N:34]3[C:35]4[CH2:36][CH2:37][CH2:38][CH2:39][C:40]=4[CH:41]=[C:33]3[C:32]2=[O:44])=[N:8][CH:9]=[CH:10][C:11]=1[C:12]1[CH:17]=[C:16]([NH:18][C:19]2[CH:28]=[C:22]3[CH2:23][N:24]([CH3:27])[CH2:25][CH2:26][N:21]3[N:20]=2)[C:15](=[O:29])[N:14]([CH3:30])[CH:13]=1)(=[O:3])[CH3:2].[C:45]([O:48][CH2:49]C1C(N2CCN3C4CCCCC=4C=C3C2=O)=NC=CC=1B1OC(C)(C)C(C)(C)O1)(=O)C.BrC1C=C(NC2C=C3CN(C4COC4)CCN3N=2)C(=O)N(C)C=1. The yield is 0.600. The product is [C:1]([O:4][CH2:5][C:6]1[C:7]([N:31]2[CH2:43][CH2:42][N:34]3[C:35]4[CH2:36][CH2:37][CH2:38][CH2:39][C:40]=4[CH:41]=[C:33]3[C:32]2=[O:44])=[N:8][CH:9]=[CH:10][C:11]=1[C:12]1[CH:17]=[C:16]([NH:18][C:19]2[CH:28]=[C:22]3[CH2:23][N:24]([CH:27]4[CH2:49][O:48][CH2:45]4)[CH2:25][CH2:26][N:21]3[N:20]=2)[C:15](=[O:29])[N:14]([CH3:30])[CH:13]=1)(=[O:3])[CH3:2]. No catalyst specified. (3) The reactants are [I-].C[S+](C)(C)=O.CC([O-])(C)C.[K+].[C:13]([O:17][C:18]([N:20]1[C:24](=O)[CH2:23][CH2:22][C@H:21]1C(OC(C)(C)C)=O)=[O:19])([CH3:16])([CH3:15])[CH3:14]. The catalyst is CS(C)=O. The yield is 1.00. The product is [C:13]([O:17][C:18]([N:20]1[CH2:24][CH2:23][CH2:22][CH2:21]1)=[O:19])([CH3:16])([CH3:14])[CH3:15]. (4) The reactants are [CH3:1][C:2]1[CH:3]=[C:4]([CH:8]=[C:9]([CH3:12])[C:10]=1[OH:11])[C:5]([OH:7])=[O:6].[C:13](OC(=O)C)(=[O:15])[CH3:14].O. The catalyst is N1C=CC=CC=1. The product is [C:13]([O:11][C:10]1[C:9]([CH3:12])=[CH:8][C:4]([C:5]([OH:7])=[O:6])=[CH:3][C:2]=1[CH3:1])(=[O:15])[CH3:14]. The yield is 0.940. (5) The reactants are Br[C:2]1[CH:7]=[C:6]([CH:8]([O:11][CH3:12])[O:9][CH3:10])[CH:5]=[CH:4][C:3]=1[O:13][CH2:14][CH2:15][N:16]1[CH2:21][CH2:20][O:19][CH2:18][CH2:17]1.C([Li])CCC.[C:27](=[O:29])=[O:28]. The catalyst is C1COCC1. The product is [CH3:10][O:9][CH:8]([O:11][CH3:12])[C:6]1[CH:5]=[CH:4][C:3]([O:13][CH2:14][CH2:15][N:16]2[CH2:21][CH2:20][O:19][CH2:18][CH2:17]2)=[C:2]([CH:7]=1)[C:27]([OH:29])=[O:28]. The yield is 0.210. (6) The reactants are BrC1C=CC(N2C(C(F)(F)F)=CC(C(N)=O)=N2)=NC=1.[Br:20][C:21]1[CH:22]=[CH:23][C:24]([N:27]2[C:31]([C:32]([F:35])([F:34])[F:33])=[CH:30][C:29]([C:36](O)=O)=[N:28]2)=[N:25][CH:26]=1.C(Cl)(=O)C(Cl)=O.C[N:46]([CH:48]=[O:49])[CH3:47].[OH-:50].[NH4+:51]. The catalyst is C(Cl)Cl. The product is [Br:20][C:21]1[CH:22]=[CH:23][C:24]([N:27]2[C:31]([C:32]([F:33])([F:34])[F:35])=[CH:30][C:29]([C:36]3[N:46]([CH3:47])[C:48](=[O:49])[O:50][N:51]=3)=[N:28]2)=[N:25][CH:26]=1. The yield is 0.800. (7) The reactants are [F:1][C:2]1[CH:7]=[CH:6][C:5]([C:8]2[C:16]3[C:11](=[CH:12][CH:13]=[C:14]([C:17]4[NH:18][C:19]([C:22]5[CH:27]=[CH:26][C:25]([O:28]C)=[CH:24][CH:23]=5)=[N:20][N:21]=4)[CH:15]=3)[NH:10][N:9]=2)=[CH:4][CH:3]=1.B(Br)(Br)Br. The catalyst is ClCCl. The product is [F:1][C:2]1[CH:7]=[CH:6][C:5]([C:8]2[C:16]3[C:11](=[CH:12][CH:13]=[C:14]([C:17]4[NH:18][C:19]([C:22]5[CH:27]=[CH:26][C:25]([OH:28])=[CH:24][CH:23]=5)=[N:20][N:21]=4)[CH:15]=3)[NH:10][N:9]=2)=[CH:4][CH:3]=1. The yield is 0.187.